Dataset: Full USPTO retrosynthesis dataset with 1.9M reactions from patents (1976-2016). Task: Predict the reactants needed to synthesize the given product. Given the product [CH2:1]([C:5]1[N:9]2[CH:10]=[CH:11][CH:12]=[CH:13][C:8]2=[C:7]([C:14]([OH:19])=[O:20])[N:6]=1)[CH2:2][CH2:3][CH3:4], predict the reactants needed to synthesize it. The reactants are: [CH2:1]([C:5]1[N:9]2[CH:10]=[CH:11][CH:12]=[CH:13][C:8]2=[C:7]([C:14](=[O:19])C(F)(F)F)[N:6]=1)[CH2:2][CH2:3][CH3:4].[OH-:20].[K+].